This data is from Catalyst prediction with 721,799 reactions and 888 catalyst types from USPTO. The task is: Predict which catalyst facilitates the given reaction. (1) Reactant: [Cl:1][C:2]1[N:7]=[C:6]([F:8])[C:5]2[O:9][C:10]3[C:15]([C@@:16]4([CH2:21][CH2:20][O:19]/[C:18](=[N:22]\C(=O)C5C=CC=CC=5)/[NH:17]4)[C:4]=2[CH:3]=1)=[CH:14][C:13]([NH:31][C:32]1[C:37]([CH3:38])=[CH:36][CH:35]=[CH:34][N:33]=1)=[CH:12][CH:11]=3.N.CO. Product: [Cl:1][C:2]1[N:7]=[C:6]([F:8])[C:5]2[O:9][C:10]3[C:15]([C@@:16]4([CH2:21][CH2:20][O:19][C:18]([NH2:22])=[N:17]4)[C:4]=2[CH:3]=1)=[CH:14][C:13]([NH:31][C:32]1[C:37]([CH3:38])=[CH:36][CH:35]=[CH:34][N:33]=1)=[CH:12][CH:11]=3. The catalyst class is: 1. (2) Reactant: CO.C([O:10][C:11]1[C:12]([CH3:30])=[C:13]([CH3:29])[C:14]([NH:18][C:19](=[O:28])[CH2:20][CH2:21][C:22]2[CH:27]=[CH:26][CH:25]=[CH:24][CH:23]=2)=[N:15][C:16]=1[CH3:17])C1C=CC=CC=1. Product: [OH:10][C:11]1[C:12]([CH3:30])=[C:13]([CH3:29])[C:14]([NH:18][C:19](=[O:28])[CH2:20][CH2:21][C:22]2[CH:23]=[CH:24][CH:25]=[CH:26][CH:27]=2)=[N:15][C:16]=1[CH3:17]. The catalyst class is: 45. (3) Reactant: [Si:1]([O:18][CH2:19][C:20]1[C:25]([N:26]2[CH2:31][C@H:30]([CH3:32])[O:29][C@H:28]([CH3:33])[CH2:27]2)=[C:24]([F:34])[C:23]([F:35])=[CH:22][CH:21]=1)([C:14]([CH3:17])([CH3:16])[CH3:15])([C:8]1[CH:13]=[CH:12][CH:11]=[CH:10][CH:9]=1)[C:2]1[CH:7]=[CH:6][CH:5]=[CH:4][CH:3]=1.C([Li])(CC)C.CON(C)[C:44](=[O:46])[CH3:45].[NH4+].[Cl-]. Product: [Si:1]([O:18][CH2:19][C:20]1[C:25]([N:26]2[CH2:31][C@H:30]([CH3:32])[O:29][C@H:28]([CH3:33])[CH2:27]2)=[C:24]([F:34])[C:23]([F:35])=[C:22]([C:44](=[O:46])[CH3:45])[CH:21]=1)([C:14]([CH3:16])([CH3:17])[CH3:15])([C:2]1[CH:7]=[CH:6][CH:5]=[CH:4][CH:3]=1)[C:8]1[CH:13]=[CH:12][CH:11]=[CH:10][CH:9]=1. The catalyst class is: 1. (4) Reactant: [CH2:1]([C:3]1[CH:30]=[CH:29][C:6]([CH2:7][NH:8][CH:9]2[CH2:14][CH2:13][N:12]([CH2:15][CH2:16][N:17]3[C:26]4[C:21](=[CH:22][CH:23]=[C:24]([F:27])[CH:25]=4)[N:20]=[CH:19][C:18]3=[O:28])[CH2:11][CH2:10]2)=[CH:5][CH:4]=1)[CH3:2].[ClH:31].C(OCC)(=O)C. Product: [ClH:31].[CH2:1]([C:3]1[CH:4]=[CH:5][C:6]([CH2:7][NH:8][CH:9]2[CH2:10][CH2:11][N:12]([CH2:15][CH2:16][N:17]3[C:26]4[C:21](=[CH:22][CH:23]=[C:24]([F:27])[CH:25]=4)[N:20]=[CH:19][C:18]3=[O:28])[CH2:13][CH2:14]2)=[CH:29][CH:30]=1)[CH3:2]. The catalyst class is: 13.